This data is from Forward reaction prediction with 1.9M reactions from USPTO patents (1976-2016). The task is: Predict the product of the given reaction. (1) Given the reactants P(CCCC)(CCCC)CCCC.C1CCN(C(N=NC(N2CCCCC2)=O)=O)CC1.[Cl:32][C:33]1[CH:34]=[C:35]([F:46])[C:36]([C:39]2[CH:44]=[CH:43][C:42]([OH:45])=[CH:41][CH:40]=2)=[N:37][CH:38]=1.O[CH2:48][C@H:49]1[CH2:54][CH2:53][O:52][CH2:51][C@@H:50]1[NH:55][C:56](=[O:62])[O:57][C:58]([CH3:61])([CH3:60])[CH3:59].[OH-].[Na+], predict the reaction product. The product is: [Cl:32][C:33]1[CH:34]=[C:35]([F:46])[C:36]([C:39]2[CH:40]=[CH:41][C:42]([O:45][CH2:48][C@H:49]3[CH2:54][CH2:53][O:52][CH2:51][C@@H:50]3[NH:55][C:56](=[O:62])[O:57][C:58]([CH3:61])([CH3:60])[CH3:59])=[CH:43][CH:44]=2)=[N:37][CH:38]=1. (2) Given the reactants CN(C)C(N(C)C)=N.[CH3:9][O:10][C:11](=[O:40])[CH:12](P(OC)(OC)=O)[NH:13][C:14](=[O:33])[C:15]1[CH:20]=[CH:19][C:18]([CH:21]([OH:31])[CH2:22][CH2:23][C:24]2[CH:29]=[CH:28][CH:27]=[C:26]([OH:30])[CH:25]=2)=[CH:17][C:16]=1[Cl:32].[N:41]1[C:50]2[C:45](=[CH:46][CH:47]=[CH:48][CH:49]=2)[CH:44]=[C:43]([CH:51]=O)[CH:42]=1, predict the reaction product. The product is: [CH3:9][O:10][C:11](=[O:40])/[C:12](/[NH:13][C:14](=[O:33])[C:15]1[CH:20]=[CH:19][C:18]([CH:21]([OH:31])[CH2:22][CH2:23][C:24]2[CH:29]=[CH:28][CH:27]=[C:26]([OH:30])[CH:25]=2)=[CH:17][C:16]=1[Cl:32])=[CH:51]/[C:43]1[CH:42]=[N:41][C:50]2[C:45]([CH:44]=1)=[CH:46][CH:47]=[CH:48][CH:49]=2. (3) The product is: [ClH:19].[ClH:19].[N:1]1([C:10]2[N:18]=[C:17]([N:20]3[CH2:25][CH2:24][O:23][CH2:22][CH2:21]3)[N:16]=[C:15]3[C:11]=2[N:12]=[CH:13][NH:14]3)[C:5]2[CH:6]=[CH:7][CH:8]=[CH:9][C:4]=2[N:3]=[CH:2]1. Given the reactants [N:1]1([C:10]2[N:18]=[C:17]([Cl:19])[N:16]=[C:15]3[C:11]=2[N:12]=[CH:13][NH:14]3)[C:5]2[CH:6]=[CH:7][CH:8]=[CH:9][C:4]=2[N:3]=[CH:2]1.[NH:20]1[CH2:25][CH2:24][O:23][CH2:22][CH2:21]1, predict the reaction product. (4) Given the reactants [CH3:1][C:2]1[NH:3][CH:4]=[CH:5][N:6]=1.[H-].[Na+].F[C:10]1[CH:11]=[N:12][CH:13]=[CH:14][CH:15]=1.C(=O)(O)[O-].[Na+], predict the reaction product. The product is: [CH3:1][C:2]1[N:3]([C:10]2[CH:11]=[N:12][CH:13]=[CH:14][CH:15]=2)[CH:4]=[CH:5][N:6]=1. (5) Given the reactants [Cl:1][C:2]1[CH:3]=[C:4]2[C:13](=[CH:14][CH:15]=1)[C:12](Cl)=[C:11]1[C:6]([CH:7]=[CH:8][C:9]([O:17][CH3:18])=[CH:10]1)=[N:5]2.Cl.[CH:20]1([N:23]([CH2:29][CH3:30])[CH2:24][CH2:25][CH2:26][CH2:27][NH2:28])[CH2:22][CH2:21]1.C(N(C(C)C)CC)(C)C, predict the reaction product. The product is: [Cl:1][C:2]1[CH:3]=[C:4]2[C:13](=[CH:14][CH:15]=1)[C:12]([NH:28][CH2:27][CH2:26][CH2:25][CH2:24][N:23]([CH:20]1[CH2:22][CH2:21]1)[CH2:29][CH3:30])=[C:11]1[C:6]([CH:7]=[CH:8][C:9]([O:17][CH3:18])=[CH:10]1)=[N:5]2. (6) Given the reactants C(OC([N:8]1[CH2:17][CH2:16][C:15]2[C:10](=[CH:11][C:12]([CH2:18][CH2:19][N:20]3[C:25](=[O:26])[CH:24]=[C:23]([O:27][CH2:28][C:29]4[CH:34]=[CH:33][CH:32]=[CH:31][CH:30]=4)[CH:22]=[N:21]3)=[CH:13][CH:14]=2)[CH2:9]1)=O)(C)(C)C.FC(F)(F)C(O)=O, predict the reaction product. The product is: [CH2:28]([O:27][C:23]1[CH:22]=[N:21][N:20]([CH2:19][CH2:18][C:12]2[CH:11]=[C:10]3[C:15]([CH2:16][CH2:17][NH:8][CH2:9]3)=[CH:14][CH:13]=2)[C:25](=[O:26])[CH:24]=1)[C:29]1[CH:30]=[CH:31][CH:32]=[CH:33][CH:34]=1.